Dataset: Reaction yield outcomes from USPTO patents with 853,638 reactions. Task: Predict the reaction yield, written as a fraction of the theoretical maximum amount of product (1.0 means a 100% yield; for example, 0.34 means a 34% yield). The reactants are [OH:1][C:2]1[CH:7]=[CH:6][C:5]([C:8]2[CH:12]=[C:11]([C:13]([NH2:15])=[O:14])[O:10][N:9]=2)=[CH:4][CH:3]=1.C([O-])([O-])=O.[K+].[K+].[Cl:22][C:23]1[CH:30]=[CH:29][C:28]([F:31])=[CH:27][C:24]=1[CH2:25]Cl. The catalyst is [I-].C([N+](CCCC)(CCCC)CCCC)CCC.CN(C=O)C. The product is [Cl:22][C:23]1[CH:30]=[CH:29][C:28]([F:31])=[CH:27][C:24]=1[CH2:25][O:1][C:2]1[CH:3]=[CH:4][C:5]([C:8]2[CH:12]=[C:11]([C:13]([NH2:15])=[O:14])[O:10][N:9]=2)=[CH:6][CH:7]=1. The yield is 0.0400.